The task is: Predict the reactants needed to synthesize the given product.. This data is from Full USPTO retrosynthesis dataset with 1.9M reactions from patents (1976-2016). (1) The reactants are: [CH3:1][O:2][C:3]1[CH:4]=[C:5]([CH:14]=[CH:15][CH:16]=1)[C:6]([C:8]1[CH:13]=[CH:12][CH:11]=[CH:10][CH:9]=1)=O.Br[CH2:18][C:19]([O:21][CH3:22])=[O:20]. Given the product [CH3:1][O:2][C:3]1[CH:4]=[C:5]([C:6]([C:8]2[CH:13]=[CH:12][CH:11]=[CH:10][CH:9]=2)=[CH:18][C:19]([O:21][CH3:22])=[O:20])[CH:14]=[CH:15][CH:16]=1, predict the reactants needed to synthesize it. (2) The reactants are: [Br:1][C:2]1[CH:3]=[N:4][C:5]2[N:6]([N:8]=[C:9]([C:11]([OH:13])=O)[CH:10]=2)[CH:7]=1.[CH3:14][N:15]1[CH2:27][C:26]2[C:17](=[C:18]3[C:23](=[CH:24][CH:25]=2)[CH:22]([CH3:28])[NH:21][CH2:20][CH2:19]3)[C:16]1=[O:29]. Given the product [Br:1][C:2]1[CH:3]=[N:4][C:5]2[N:6]([N:8]=[C:9]([C:11]([N:21]3[CH2:20][CH2:19][C:18]4[C:23](=[CH:24][CH:25]=[C:26]5[CH2:27][N:15]([CH3:14])[C:16](=[O:29])[C:17]5=4)[CH:22]3[CH3:28])=[O:13])[CH:10]=2)[CH:7]=1, predict the reactants needed to synthesize it. (3) Given the product [C:13]([C:12]1[NH:2][C:1](=[O:19])[C:3]([C:4]([OH:6])=[O:5])=[C:8]([NH:25][CH2:24][CH2:23][CH2:22][O:21][CH3:20])[N:11]=1)([CH3:16])([CH3:15])[CH3:14], predict the reactants needed to synthesize it. The reactants are: [C:1]([C:3](=[C:8]([NH:11][C:12](=O)[C:13]([CH3:16])([CH3:15])[CH3:14])SC)[C:4]([O:6]C)=[O:5])#[N:2].C[OH:19].[CH3:20][O:21][CH2:22][CH2:23][CH2:24][NH2:25]. (4) Given the product [NH:1]1[C:9]2[C:4](=[CH:5][CH:6]=[CH:7][CH:8]=2)[CH:3]=[C:2]1[C:10]#[N:12], predict the reactants needed to synthesize it. The reactants are: [NH:1]1[C:9]2[C:4](=[CH:5][CH:6]=[CH:7][CH:8]=2)[CH:3]=[C:2]1[C:10]([NH2:12])=O.P(Cl)(Cl)(Cl)=O.C(Cl)(Cl)Cl. (5) Given the product [CH:23]([Si:22]([CH:29]([CH3:31])[CH3:30])([CH:26]([CH3:28])[CH3:27])[O:3][C:1]([C:4]1[CH:9]=[CH:8][CH:7]=[CH:6][N:5]=1)=[CH2:2])([CH3:25])[CH3:24], predict the reactants needed to synthesize it. The reactants are: [C:1]([C:4]1[CH:9]=[CH:8][CH:7]=[CH:6][N:5]=1)(=[O:3])[CH3:2].C(Cl)Cl.CCN(C(C)C)C(C)C.[Si:22](OS(C(F)(F)F)(=O)=O)([CH:29]([CH3:31])[CH3:30])([CH:26]([CH3:28])[CH3:27])[CH:23]([CH3:25])[CH3:24].